From a dataset of Full USPTO retrosynthesis dataset with 1.9M reactions from patents (1976-2016). Predict the reactants needed to synthesize the given product. (1) Given the product [CH3:1][C:2]1[CH:21]=[CH:20][C:19]([C:32]2[C:33]([C:38]([OH:40])=[O:39])=[N:34][CH:35]=[CH:36][CH:37]=2)=[CH:18][C:3]=1[C:4]([NH:6][CH2:7][C:8]12[CH2:9][CH:10]3[CH2:16][CH:14]([CH2:13][CH:12]([CH2:11]3)[CH2:17]1)[CH2:15]2)=[O:5], predict the reactants needed to synthesize it. The reactants are: [CH3:1][C:2]1[CH:21]=[CH:20][C:19](B2OC(C)(C)C(C)(C)O2)=[CH:18][C:3]=1[C:4]([NH:6][CH2:7][C:8]12[CH2:17][CH:12]3[CH2:13][CH:14]([CH2:16][CH:10]([CH2:11]3)[CH2:9]1)[CH2:15]2)=[O:5].I[C:32]1[C:33]([C:38]([O:40]C)=[O:39])=[N:34][CH:35]=[CH:36][CH:37]=1.C(=O)([O-])[O-].[Na+].[Na+].[OH-].[Na+].Cl. (2) The reactants are: [NH2:1]/[C:2](=[N:9]\[O:10][C:11]([C@H:13]1[CH2:17][CH2:16][C@H:15]([NH:18][C:19](=[O:25])[O:20][C:21]([CH3:24])([CH3:23])[CH3:22])[CH2:14]1)=O)/[C:3]1[CH:8]=[CH:7][CH:6]=[CH:5][CH:4]=1.C([O-])(=O)C.[Na+]. Given the product [C:3]1([C:2]2[N:1]=[C:11]([C@H:13]3[CH2:17][CH2:16][C@H:15]([NH:18][C:19](=[O:25])[O:20][C:21]([CH3:24])([CH3:23])[CH3:22])[CH2:14]3)[O:10][N:9]=2)[CH:8]=[CH:7][CH:6]=[CH:5][CH:4]=1, predict the reactants needed to synthesize it. (3) The reactants are: [OH:1][C:2]1[CH:3]=[C:4]([CH:10]=[CH:11][C:12]=1[O:13][CH3:14])[C:5]([O:7][CH2:8][CH3:9])=[O:6].C([O-])([O-])=O.[K+].[K+].[CH3:21][C:22]1[CH:29]=[CH:28][CH:27]=[C:26]([CH3:30])[C:23]=1[CH2:24]Cl. Given the product [CH3:21][C:22]1[CH:29]=[CH:28][CH:27]=[C:26]([CH3:30])[C:23]=1[CH2:24][O:1][C:2]1[CH:3]=[C:4]([CH:10]=[CH:11][C:12]=1[O:13][CH3:14])[C:5]([O:7][CH2:8][CH3:9])=[O:6], predict the reactants needed to synthesize it.